Dataset: Serine/threonine kinase 33 screen with 319,792 compounds. Task: Binary Classification. Given a drug SMILES string, predict its activity (active/inactive) in a high-throughput screening assay against a specified biological target. (1) The drug is Clc1cc(NC(=O)NCCOC=C)ccc1Cl. The result is 0 (inactive). (2) The result is 0 (inactive). The molecule is Clc1ccc(SCC(=O)NCC=C)cc1. (3) The drug is S\1C(=S)N(CCC(=O)N2CCOCC2)C(=O)C1=C/c1ccc(OC)cc1. The result is 0 (inactive). (4) The molecule is o1c(C(=O)Nc2ccc(N3CCN(CC3)C)cc2)ccc1c1cc([N+]([O-])=O)ccc1. The result is 1 (active). (5) The compound is Fc1ccc(N2C(=O)C3C(C(NC3(C)C(OC)=O)c3ccc(cc3)C)C2=O)cc1. The result is 0 (inactive). (6) The molecule is O=C1N(CC(C1)C(=O)Nc1cc(OC)c(OCC)cc1)CCc1ccccc1. The result is 0 (inactive). (7) The drug is O(c1cc(ccc1)/C=N\NC(=O)CNc1c2c(ccc1)cccc2)c1ccccc1. The result is 0 (inactive).